From a dataset of Choline transporter screen with 302,306 compounds. Binary Classification. Given a drug SMILES string, predict its activity (active/inactive) in a high-throughput screening assay against a specified biological target. (1) The molecule is S(=O)(=O)(N1CCOCC1)c1cc2n(OCC(=O)Nc3ccc(OCC)cc3)nnc2cc1. The result is 0 (inactive). (2) The molecule is Clc1ccc(S(=O)(=O)N2CCCc3c2ccc(OC)c3)cc1. The result is 0 (inactive). (3) The drug is O(c1c(C2n3[nH]cnc3=NC(C2)c2ccc(cc2)C)cccc1)C. The result is 0 (inactive).